From a dataset of TCR-epitope binding with 47,182 pairs between 192 epitopes and 23,139 TCRs. Binary Classification. Given a T-cell receptor sequence (or CDR3 region) and an epitope sequence, predict whether binding occurs between them. (1) The epitope is KLGGALQAK. The TCR CDR3 sequence is CASIMSWPVEQYF. Result: 1 (the TCR binds to the epitope). (2) The epitope is FVDGVPFVV. The TCR CDR3 sequence is CASSEYRDRPLETQYF. Result: 1 (the TCR binds to the epitope). (3) The epitope is DATYQRTRALVR. The TCR CDR3 sequence is CASSGNGQDLQPQHF. Result: 1 (the TCR binds to the epitope). (4) The epitope is KLGGALQAK. The TCR CDR3 sequence is CASSERGLTDTQYF. Result: 0 (the TCR does not bind to the epitope). (5) The epitope is GTSGSPIINR. The TCR CDR3 sequence is CASSEIGGWNEQFF. Result: 0 (the TCR does not bind to the epitope). (6) The epitope is RTLNAWVKV. The TCR CDR3 sequence is CASSLDRTSSPLHF. Result: 1 (the TCR binds to the epitope).